Dataset: Forward reaction prediction with 1.9M reactions from USPTO patents (1976-2016). Task: Predict the product of the given reaction. (1) Given the reactants [BH4-].[Na+].[Cl:3][C:4]1[CH:9]=[C:8]([F:10])[CH:7]=[CH:6][C:5]=1[CH2:11][C:12]#[N:13], predict the reaction product. The product is: [NH3:13].[Cl:3][C:4]1[CH:9]=[C:8]([F:10])[CH:7]=[CH:6][C:5]=1[CH2:11][CH2:12][NH2:13]. (2) The product is: [C:8]([C:10]1[CH:15]=[CH:14][CH:13]=[CH:12][C:11]=1[S:16]([N:2]([CH3:1])[CH2:3][CH2:4][CH2:5][NH:6][CH3:7])(=[O:18])=[O:17])#[N:9]. Given the reactants [CH3:1][NH:2][CH2:3][CH2:4][CH2:5][NH:6][CH3:7].[C:8]([C:10]1[CH:15]=[CH:14][CH:13]=[CH:12][C:11]=1[S:16](Cl)(=[O:18])=[O:17])#[N:9].CCN(CC)CC, predict the reaction product. (3) Given the reactants Cl[C:2]1[C:11]2[C:6](=[CH:7][C:8]([O:14][CH3:15])=[C:9]([O:12][CH3:13])[CH:10]=2)[CH:5]=[C:4]([NH:16][C:17]2[CH:21]=[C:20]([CH3:22])[NH:19][N:18]=2)[N:3]=1.[C:23](B1OC(C)(C)C(C)(C)O1)([CH3:25])=[CH2:24], predict the reaction product. The product is: [CH:23]([C:2]1[C:11]2[C:6](=[CH:7][C:8]([O:14][CH3:15])=[C:9]([O:12][CH3:13])[CH:10]=2)[CH:5]=[C:4]([NH:16][C:17]2[CH:21]=[C:20]([CH3:22])[NH:19][N:18]=2)[N:3]=1)([CH3:25])[CH3:24]. (4) The product is: [CH3:23][C:16]1[CH:17]=[C:11]2[CH:10]=[C:9]([NH2:8])[CH:14]=[CH:13][N:12]2[N:15]=1. Given the reactants C(OC([NH:8][C:9]1[CH:14]=[CH:13][N:12]2[N:15]=[C:16]([CH3:23])[C:17](C(OCC)=O)=[C:11]2[CH:10]=1)=O)(C)(C)C.OS(O)(=O)=O, predict the reaction product. (5) Given the reactants [NH:1]1[CH2:6][CH2:5][CH:4]([CH2:7][NH:8][C:9](=[O:15])[O:10][C:11]([CH3:14])([CH3:13])[CH3:12])[CH2:3][CH2:2]1.Cl[CH2:17][C:18]([CH3:30])([CH3:29])[C:19]([O:21][CH2:22][C:23]1[CH:28]=[CH:27][CH:26]=[CH:25][CH:24]=1)=[O:20].ClCC(C)(C)C(Cl)=O.C(O)C1C=CC=CC=1.C(N(C(C)C)C(C)C)C.[I-].[Na+], predict the reaction product. The product is: [CH2:22]([O:21][C:19]([C:18]([CH3:30])([CH3:29])[CH2:17][N:1]1[CH2:6][CH2:5][CH:4]([CH2:7][NH:8][C:9](=[O:15])[O:10][C:11]([CH3:12])([CH3:14])[CH3:13])[CH2:3][CH2:2]1)=[O:20])[C:23]1[CH:28]=[CH:27][CH:26]=[CH:25][CH:24]=1.